This data is from Full USPTO retrosynthesis dataset with 1.9M reactions from patents (1976-2016). The task is: Predict the reactants needed to synthesize the given product. (1) Given the product [ClH:19].[CH3:16][O:15][CH2:14][C@@H:12]1[CH2:13][NH:8][CH2:9][C@H:10]([CH2:17][OH:18])[O:11]1, predict the reactants needed to synthesize it. The reactants are: C([N:8]1[CH2:13][C@@H:12]([CH2:14][O:15][CH3:16])[O:11][C@@H:10]([CH2:17][OH:18])[CH2:9]1)C1C=CC=CC=1.[ClH:19].CO. (2) Given the product [CH2:1]([N:3]1[C:7]([C:8]2[S:9][C:10]3[N:11]=[CH:12][N:13]=[C:14]([NH2:27])[C:15]=3[N:16]=2)=[C:6]([C:19]2[CH:24]=[CH:23][CH:22]=[CH:21][CH:20]=2)[N:5]=[CH:4]1)[CH3:2], predict the reactants needed to synthesize it. The reactants are: [CH2:1]([N:3]1[C:7]([C:8]2[S:9][C:10]3[N:11]=[CH:12][N:13]=[C:14](SC)[C:15]=3[N:16]=2)=[C:6]([C:19]2[CH:24]=[CH:23][CH:22]=[CH:21][CH:20]=2)[N:5]=[CH:4]1)[CH3:2].C([N:27]1C(C2SC3N=CN=C(SC)C=3C=2)=C(C2C=CC=CC=2)N=C1)C. (3) Given the product [CH3:1][N:2]1[C:6]2[CH:7]=[CH:8][CH:9]=[CH:10][C:5]=2[N:4]=[C:3]1[CH2:11][C:12]1[CH:21]=[CH:20][C:15]([C:16]([OH:18])=[O:17])=[CH:14][CH:13]=1, predict the reactants needed to synthesize it. The reactants are: [CH3:1][N:2]1[C:6]2[CH:7]=[CH:8][CH:9]=[CH:10][C:5]=2[N:4]=[C:3]1[CH2:11][C:12]1[CH:21]=[CH:20][C:15]([C:16]([O:18]C)=[O:17])=[CH:14][CH:13]=1.[OH-].[Na+]. (4) Given the product [CH2:10]([C:3]([CH2:1][CH3:2])([C:7]([O:9][CH2:14][CH2:15][CH2:16][CH2:17][CH2:18][CH2:19][CH2:20][CH3:21])=[O:8])[C:4]([O:6][CH2:14][CH2:15][CH2:16][CH2:17][CH2:18][CH2:19][CH2:20][CH3:21])=[O:5])[CH3:11], predict the reactants needed to synthesize it. The reactants are: [CH2:1]([C:3]([CH2:10][CH3:11])([C:7]([O-:9])=[O:8])[C:4]([O-:6])=[O:5])[CH3:2].[H-].[Na+].[CH2:14](Br)[CH2:15][CH2:16][CH2:17][CH2:18][CH2:19][CH2:20][CH3:21].